From a dataset of Forward reaction prediction with 1.9M reactions from USPTO patents (1976-2016). Predict the product of the given reaction. (1) Given the reactants [NH2:1][C:2]1[CH:3]=[C:4]([CH2:8][OH:9])[CH:5]=[CH:6][CH:7]=1.[Cl:10][CH2:11][C:12](Cl)=[O:13], predict the reaction product. The product is: [Cl:10][CH2:11][C:12]([NH:1][C:2]1[CH:7]=[CH:6][CH:5]=[C:4]([CH2:8][OH:9])[CH:3]=1)=[O:13]. (2) Given the reactants [CH3:1][N:2]1[CH:7]=[C:6]([C:8]2[CH:9]=[C:10]([NH:21][S:22]([CH3:25])(=[O:24])=[O:23])[CH:11]=[CH:12][C:13]=2[O:14][C:15]2[CH:20]=[CH:19][CH:18]=[CH:17][CH:16]=2)[C:5]2[CH:26]=[CH:27][N:28](S(C3C=CC(C)=CC=3)(=O)=O)[C:4]=2[C:3]1=[O:39].[C:40](=O)([O-])[O-].[K+].[K+], predict the reaction product. The product is: [CH3:40][N:21]([C:10]1[CH:11]=[CH:12][C:13]([O:14][C:15]2[CH:20]=[CH:19][CH:18]=[CH:17][CH:16]=2)=[C:8]([C:6]2[C:5]3[CH:26]=[CH:27][NH:28][C:4]=3[C:3](=[O:39])[N:2]([CH3:1])[CH:7]=2)[CH:9]=1)[S:22]([CH3:25])(=[O:23])=[O:24]. (3) Given the reactants [NH2:1][C:2]1[CH:7]=[C:6]([F:8])[CH:5]=[CH:4][C:3]=1[OH:9].N([O-])=O.[Na+], predict the reaction product. The product is: [CH3:7][C:2]1[CH:3]=[C:4]([CH3:5])[N:1]([C:2]2[CH:7]=[C:6]([F:8])[CH:5]=[CH:4][C:3]=2[OH:9])[N:1]=1. (4) Given the reactants [CH3:1]C([O-])(C)C.[K+].[F:7][C:8]1[CH:9]=[C:10]([OH:16])[CH:11]=[C:12]([F:15])[C:13]=1[F:14].[O-]C1C=CC=CC=1.Cl[C:25]1[N:26]([C:35]2[CH:36]=[N:37][C:38]([Cl:41])=[CH:39][CH:40]=2)[C:27](=[O:34])[C:28]2[N:29]=[CH:30][NH:31][C:32]=2[N:33]=1, predict the reaction product. The product is: [Cl:41][C:38]1[N:37]=[CH:36][C:35]([N:26]2[C:27](=[O:34])[C:28]3[N:29]=[CH:30][N:31]([CH3:1])[C:32]=3[N:33]=[C:25]2[O:16][C:10]2[CH:9]=[C:8]([F:7])[C:13]([F:14])=[C:12]([F:15])[CH:11]=2)=[CH:40][CH:39]=1. (5) The product is: [C:19]([O:22][C:23]([N:3]1[CH2:4][CH2:5][CH:6]([CH3:8])[CH:7]([OH:35])[CH2:2]1)=[O:24])([CH3:21])([CH3:20])[CH3:18]. Given the reactants O[C:2]1[CH:7]=[C:6]([CH3:8])[CH:5]=[CH:4][N:3]=1.[H][H].CCN(CC)CC.[CH3:18][C:19]([O:22][C:23](O[C:23]([O:22][C:19]([CH3:21])([CH3:20])[CH3:18])=[O:24])=[O:24])([CH3:21])[CH3:20].CC(O)=[O:35], predict the reaction product. (6) Given the reactants C1COCC1.[Li+].[BH4-].[CH3:8][CH:9]1[CH2:14][CH2:13][C:12](=[O:15])[CH2:11][N:10]1[C:16]([O:18][CH2:19][C:20]1[CH:25]=[CH:24][CH:23]=[CH:22][CH:21]=1)=[O:17], predict the reaction product. The product is: [CH2:19]([O:18][C:16]([N:10]1[CH2:11][CH:12]([OH:15])[CH2:13][CH2:14][CH:9]1[CH3:8])=[O:17])[C:20]1[CH:25]=[CH:24][CH:23]=[CH:22][CH:21]=1. (7) The product is: [Cl:19][Si:20]([Cl:26])([Cl:25])[CH2:21][Si:22]([Cl:24])([Cl:23])[CH2:1][CH2:2][CH2:3][CH2:4][CH2:5][CH2:6][CH2:7][CH2:8][CH2:9][CH2:10][CH2:11][CH2:12][CH2:13][CH2:14][CH2:15][CH2:16][CH2:17][CH3:18]. Given the reactants [CH2:1]=[CH:2][CH2:3][CH2:4][CH2:5][CH2:6][CH2:7][CH2:8][CH2:9][CH2:10][CH2:11][CH2:12][CH2:13][CH2:14][CH2:15][CH2:16][CH2:17][CH3:18].[Cl:19][Si:20]([Cl:26])([Cl:25])[CH2:21][SiH:22]([Cl:24])[Cl:23], predict the reaction product. (8) Given the reactants CS(C)=O.[CH2:5]([O:12][C:13]1[CH:18]=[CH:17][C:16]([CH2:19][C:20]([NH:22][NH2:23])=[O:21])=[CH:15][CH:14]=1)[C:6]1[CH:11]=[CH:10][CH:9]=[CH:8][CH:7]=1.[NH2:24][C:25]1[N:33]=[CH:32][CH:31]=[CH:30][C:26]=1[C:27](O)=[O:28].CN([P+](ON1N=NC2C=CC=CC1=2)(N(C)C)N(C)C)C.F[P-](F)(F)(F)(F)F, predict the reaction product. The product is: [CH2:5]([O:12][C:13]1[CH:18]=[CH:17][C:16]([CH2:19][C:20]([NH:22][NH:23][C:27](=[O:28])[C:26]2[CH:30]=[CH:31][CH:32]=[N:33][C:25]=2[NH2:24])=[O:21])=[CH:15][CH:14]=1)[C:6]1[CH:11]=[CH:10][CH:9]=[CH:8][CH:7]=1.